The task is: Predict the reactants needed to synthesize the given product.. This data is from Full USPTO retrosynthesis dataset with 1.9M reactions from patents (1976-2016). (1) The reactants are: [N+:1]([C:4]1[CH:5]=[C:6]2[C:10](=[CH:11][CH:12]=1)[NH:9][N:8]=[CH:7]2)([O-:3])=[O:2].C(N(CC)CC)C.[C:20](Cl)(=[O:25])[C:21]([CH3:24])([CH3:23])[CH3:22]. Given the product [CH3:22][C:21]([CH3:24])([CH3:23])[C:20]([N:9]1[C:10]2[C:6](=[CH:5][C:4]([N+:1]([O-:3])=[O:2])=[CH:12][CH:11]=2)[CH:7]=[N:8]1)=[O:25], predict the reactants needed to synthesize it. (2) Given the product [CH3:16][CH2:15][CH2:14][CH2:13][CH2:12][CH2:11][CH2:10][CH2:9][CH2:8][CH2:7][CH2:6][CH2:5][CH2:4][CH2:3][CH2:2][C:1]([NH:38][C@H:35]([C@H:34]([OH:39])/[CH:33]=[CH:32]/[CH2:31][CH2:30][CH2:29][CH2:28][CH2:27][CH2:26][CH2:25][CH2:24][CH2:23][CH2:22][CH2:21][CH2:20][CH3:19])[CH2:36][OH:37])=[O:17], predict the reactants needed to synthesize it. The reactants are: [C:1](O)(=[O:17])[CH2:2][CH2:3][CH2:4][CH2:5][CH2:6][CH2:7][CH2:8][CH2:9][CH2:10][CH2:11][CH2:12][CH2:13][CH2:14][CH2:15][CH3:16].[CH3:19][CH2:20][CH2:21][CH2:22][CH2:23][CH2:24][CH2:25][CH2:26][CH2:27][CH2:28][CH2:29][CH2:30][CH2:31]/[CH:32]=[CH:33]/[C@@H:34]([OH:39])[C@@H:35]([NH2:38])[CH2:36][OH:37].F[P-](F)(F)(F)(F)F.N1(OC(N(C)C)=[N+](C)C)C2C=CC=CC=2N=N1.C(N(CC)CC)C.C(O)(=O)CC(CC(O)=O)(C(O)=O)O. (3) Given the product [Cl:12][C:5]1[C:4]2[C:9](=[CH:10][CH:11]=[C:2]([C:15]3[N:14]([CH3:13])[CH:18]=[CH:17][N:16]=3)[CH:3]=2)[CH:8]=[N:7][CH:6]=1, predict the reactants needed to synthesize it. The reactants are: Br[C:2]1[CH:3]=[C:4]2[C:9](=[CH:10][CH:11]=1)[CH:8]=[N:7][CH:6]=[C:5]2[Cl:12].[CH3:13][N:14]1[CH:18]=[CH:17][N:16]=[C:15]1[Sn](CCCC)(CCCC)CCCC. (4) The reactants are: C(OC(C1C=CC=CC=1O[C:9]1[C:23]([O:24][C:25]2[CH:30]=[CH:29][C:28]([S:31]([CH3:34])(=[O:33])=[O:32])=[CH:27][CH:26]=2)=[CH:22][C:12]2[NH:13][C:14]([C:16]3[CH:21]=[CH:20][CH:19]=[CH:18][N:17]=3)=[N:15][C:11]=2[CH:10]=1)=O)C.[NH:39]1[CH2:46][CH2:45][CH2:44][C@@H:40]1[C:41]([NH2:43])=[O:42]. Given the product [CH3:34][S:31]([C:28]1[CH:29]=[CH:30][C:25]([O:24][C:23]2[C:9]([N:39]3[CH2:46][CH2:45][CH2:44][C@@H:40]3[C:41]([NH2:43])=[O:42])=[CH:10][C:11]3[NH:15][C:14]([C:16]4[CH:21]=[CH:20][CH:19]=[CH:18][N:17]=4)=[N:13][C:12]=3[CH:22]=2)=[CH:26][CH:27]=1)(=[O:32])=[O:33], predict the reactants needed to synthesize it.